This data is from Full USPTO retrosynthesis dataset with 1.9M reactions from patents (1976-2016). The task is: Predict the reactants needed to synthesize the given product. (1) Given the product [CH3:7][O:6][C:5]1[CH:4]=[C:3]([CH:11]=[CH:10][C:8]=1[O:9][C:12](=[O:34])[CH:13]=[CH:14][CH:15]=[CH:16][CH:17]=[CH:18][CH:19]=[CH:20][CH:21]=[CH:22][CH:23]=[CH:24][CH2:25][CH2:26][CH2:27][CH2:28][CH2:29][CH2:30][CH2:31][CH2:32][CH3:33])[CH:2]=[O:1], predict the reactants needed to synthesize it. The reactants are: [O:1]=[CH:2][C:3]1[CH:11]=[CH:10][C:8]([OH:9])=[C:5]([O:6][CH3:7])[CH:4]=1.[C:12](O)(=[O:34])/[CH:13]=[CH:14]\[CH:15]=[CH:16][CH:17]=[CH:18][CH:19]=[CH:20][CH:21]=[CH:22][CH:23]=[CH:24][CH2:25][CH2:26][CH2:27][CH2:28][CH2:29][CH2:30][CH2:31][CH2:32][CH3:33].C1(N=C=NC2CCCCC2)CCCCC1. (2) Given the product [C:8]([C:5]1[N:6]=[CH:7][C:2]([S:14]([Cl:17])(=[O:15])=[O:18])=[CH:3][CH:4]=1)#[N:9], predict the reactants needed to synthesize it. The reactants are: N[C:2]1[CH:3]=[CH:4][C:5]([C:8]#[N:9])=[N:6][CH:7]=1.N([O-])=O.[Na+].[S:14]([Cl:17])(Cl)=[O:15].[OH2:18]. (3) Given the product [CH2:1]([O:3][CH2:4][C:5]1[C:6]([C:9]2[CH:14]=[CH:13][C:12]([CH3:15])=[CH:11][CH:10]=2)=[C:7]([NH2:8])[NH:20][N:19]=1)[CH3:2], predict the reactants needed to synthesize it. The reactants are: [CH2:1]([O:3][CH2:4][C:5](=O)[CH:6]([C:9]1[CH:14]=[CH:13][C:12]([CH3:15])=[CH:11][CH:10]=1)[C:7]#[N:8])[CH3:2].Cl.Cl.[NH2:19][NH2:20]. (4) Given the product [F:24][C:25]1[CH:26]=[CH:27][C:28]([CH2:31][O:32][C:33]2[CH:38]=[CH:37][N:36]([C:2]3[CH:3]=[CH:4][C:5]4[C:9]5[CH2:10][N:11]([C:15]([O:17][C:18]([CH3:21])([CH3:20])[CH3:19])=[O:16])[CH2:12][CH2:13][CH2:14][C:8]=5[N:7]([CH3:22])[C:6]=4[N:23]=3)[C:35](=[O:39])[CH:34]=2)=[N:29][CH:30]=1, predict the reactants needed to synthesize it. The reactants are: Br[C:2]1[CH:3]=[CH:4][C:5]2[C:9]3[CH2:10][N:11]([C:15]([O:17][C:18]([CH3:21])([CH3:20])[CH3:19])=[O:16])[CH2:12][CH2:13][CH2:14][C:8]=3[N:7]([CH3:22])[C:6]=2[N:23]=1.[F:24][C:25]1[CH:26]=[CH:27][C:28]([CH2:31][O:32][C:33]2[CH:38]=[CH:37][NH:36][C:35](=[O:39])[CH:34]=2)=[N:29][CH:30]=1.C([O-])([O-])=O.[Cs+].[Cs+].OC1C=CC=C2C=1N=CC=C2. (5) The reactants are: Cl[C:2]1[CH:10]=CC(C(O)=O)=C[C:3]=1O.[OH:12][C:13]1[CH:14]=[N:15][CH:16]=[C:17]([CH:21]=1)[C:18]([OH:20])=[O:19]. Given the product [CH:2]([O:19][C:18](=[O:20])[C:17]1[CH:21]=[C:13]([OH:12])[CH:14]=[N:15][CH:16]=1)([CH3:10])[CH3:3], predict the reactants needed to synthesize it. (6) Given the product [OH:23][C:7]1[C:8]2[S:14][C:13]([C:15]3[CH:20]=[CH:19][CH:18]=[C:17]([O:21][CH3:22])[CH:16]=3)=[N:12][C:9]=2[CH:10]=[N:11][C:6]=1[C:4]([NH:24][CH2:25][C:26]([OH:28])=[O:27])=[O:5], predict the reactants needed to synthesize it. The reactants are: C(O[C:4]([C:6]1[N:11]=[CH:10][C:9]2[N:12]=[C:13]([C:15]3[CH:20]=[CH:19][CH:18]=[C:17]([O:21][CH3:22])[CH:16]=3)[S:14][C:8]=2[C:7]=1[OH:23])=[O:5])C.[NH2:24][CH2:25][C:26]([OH:28])=[O:27]. (7) The reactants are: C([O:8][C:9](=O)[C@H:10]([CH2:26][C:27]1[CH:32]=[CH:31][CH:30]=[CH:29][CH:28]=1)[N:11]([CH2:19][C:20]1[CH:25]=[CH:24][CH:23]=[CH:22][CH:21]=1)[CH2:12][C:13]1[CH:18]=[CH:17][CH:16]=[CH:15][CH:14]=1)C1C=CC=CC=1.Br[CH2:35][Cl:36].CCCCCC.C([Li])CCC.[Cl-].[NH4+]. Given the product [CH2:19]([N:11]([CH2:12][C:13]1[CH:14]=[CH:15][CH:16]=[CH:17][CH:18]=1)[C@@H:10]([CH2:26][C:27]1[CH:28]=[CH:29][CH:30]=[CH:31][CH:32]=1)[C:9](=[O:8])[CH2:35][Cl:36])[C:20]1[CH:21]=[CH:22][CH:23]=[CH:24][CH:25]=1, predict the reactants needed to synthesize it.